This data is from Reaction yield outcomes from USPTO patents with 853,638 reactions. The task is: Predict the reaction yield, written as a fraction of the theoretical maximum amount of product (1.0 means a 100% yield; for example, 0.34 means a 34% yield). (1) The reactants are Br[C:2]1[C:10]2[C:5](=[N:6][C:7]([CH3:11])=[CH:8][CH:9]=2)[S:4][C:3]=1[NH:12][C:13](=[O:19])[O:14][C:15]([CH3:18])([CH3:17])[CH3:16].CCCCCC.C([Li])CCC.[C:31](=[O:33])=[O:32].CCOCC. The catalyst is C1COCC1. The product is [C:15]([O:14][C:13]([NH:12][C:3]1[S:4][C:5]2=[N:6][C:7]([CH3:11])=[CH:8][CH:9]=[C:10]2[C:2]=1[C:31]([OH:33])=[O:32])=[O:19])([CH3:18])([CH3:17])[CH3:16]. The yield is 0.800. (2) The reactants are [OH:1][C:2]1[CH:7]=[CH:6][C:5]([C:8]2[N:16]([CH2:17][O:18][CH2:19][CH2:20][Si:21]([CH3:24])([CH3:23])[CH3:22])[C:15]3[C:14](=[O:25])[N:13]([CH2:26][CH2:27][CH3:28])[CH:12]=[N:11][C:10]=3[N:9]=2)=[CH:4][CH:3]=1.C(=O)([O-])[O-].[K+].[K+].Cl[CH2:36][C:37]([NH:39][C:40]1[CH:45]=[CH:44][C:43]([C:46]#[N:47])=[CH:42][CH:41]=1)=[O:38]. The catalyst is CC(C)=O. The product is [C:46]([C:43]1[CH:42]=[CH:41][C:40]([NH:39][C:37](=[O:38])[CH2:36][O:1][C:2]2[CH:3]=[CH:4][C:5]([C:8]3[N:16]([CH2:17][O:18][CH2:19][CH2:20][Si:21]([CH3:23])([CH3:22])[CH3:24])[C:15]4[C:14](=[O:25])[N:13]([CH2:26][CH2:27][CH3:28])[CH:12]=[N:11][C:10]=4[N:9]=3)=[CH:6][CH:7]=2)=[CH:45][CH:44]=1)#[N:47]. The yield is 0.790. (3) The reactants are Cl[C:2]1[CH:7]=[CH:6][N:5]=[C:4]2[CH:8]=[C:9]([C:11]3[S:12][CH:13]=[CH:14][N:15]=3)[S:10][C:3]=12.[CH2:16]([NH:19][C:20]([C:22]1[C:30]2[C:25](=[CH:26][C:27]([OH:31])=[CH:28][CH:29]=2)[N:24]([CH3:32])[C:23]=1[CH3:33])=[O:21])[CH2:17][CH3:18].C([O-])([O-])=O.[Cs+].[Cs+]. No catalyst specified. The product is [CH2:16]([NH:19][C:20]([C:22]1[C:30]2[C:25](=[CH:26][C:27]([O:31][C:2]3[CH:7]=[CH:6][N:5]=[C:4]4[CH:8]=[C:9]([C:11]5[S:12][CH:13]=[CH:14][N:15]=5)[S:10][C:3]=34)=[CH:28][CH:29]=2)[N:24]([CH3:32])[C:23]=1[CH3:33])=[O:21])[CH2:17][CH3:18]. The yield is 0.240. (4) The reactants are [NH2:1][C:2]1[CH:9]=[CH:8][C:5]([C:6]#[N:7])=[CH:4][CH:3]=1.[C:10]1([CH3:20])[CH:15]=[CH:14][C:13]([S:16](Cl)(=[O:18])=[O:17])=[CH:12][CH:11]=1.O. The catalyst is N1C=CC=CC=1.C(#N)C. The product is [C:6]([C:5]1[CH:8]=[CH:9][C:2]([NH:1][S:16]([C:13]2[CH:14]=[CH:15][C:10]([CH3:20])=[CH:11][CH:12]=2)(=[O:18])=[O:17])=[CH:3][CH:4]=1)#[N:7]. The yield is 0.980. (5) The reactants are [C:1]1([C:22]2[CH:27]=[CH:26][CH:25]=[CH:24][CH:23]=2)[CH:6]=[CH:5][C:4]([C:7]2[C:8]([CH3:21])=[N:9][N:10]([C:13]3[CH:18]=[CH:17][CH:16]=[C:15]([O:19]C)[CH:14]=3)[C:11]=2[CH3:12])=[CH:3][CH:2]=1. The catalyst is C(O)(=O)C.Br. The product is [C:1]1([C:22]2[CH:23]=[CH:24][CH:25]=[CH:26][CH:27]=2)[CH:6]=[CH:5][C:4]([C:7]2[C:8]([CH3:21])=[N:9][N:10]([C:13]3[CH:14]=[C:15]([OH:19])[CH:16]=[CH:17][CH:18]=3)[C:11]=2[CH3:12])=[CH:3][CH:2]=1. The yield is 1.00. (6) The reactants are [CH3:1][C:2]1[C:24]([C:25]2[C:26]([CH3:52])=[CH:27][C:28]3[C:38]([CH:39]([CH3:41])[CH3:40])=[C:37]([O:42]C(C)=O)[C:36]([O:46]C(C)=O)=[C:35](C=O)[C:29]=3[C:30]=2[O:31]C(C)=O)=[C:23]([O:53]C(C)=O)[C:5]2=[C:6](C=O)[C:7]([O:17]C(C)=O)=[C:8]([O:13]C(C)=O)[C:9]([CH:10]([CH3:12])[CH3:11])=[C:4]2[CH:3]=1.OS(O)(=O)=O. The catalyst is [OH-].[Na+]. The product is [CH3:52][C:26]1[C:25]([C:24]2[C:2]([CH3:1])=[CH:3][C:4]3[C:9]([CH:10]([CH3:11])[CH3:12])=[C:8]([OH:13])[C:7]([OH:17])=[CH:6][C:5]=3[C:23]=2[OH:53])=[C:30]([OH:31])[C:29]2=[CH:35][C:36]([OH:46])=[C:37]([OH:42])[C:38]([CH:39]([CH3:40])[CH3:41])=[C:28]2[CH:27]=1. The yield is 0.950. (7) The reactants are [C:1]([C:5]1[N:9]=[C:8]([CH2:10][C:11]#[N:12])[NH:7][N:6]=1)([CH3:4])([CH3:3])[CH3:2].CCCCCCC.O1CCCC1.C(C1C=CC=CC=1)C.C([N-]C(C)C)(C)C.[Li+].[F:41][C:42]1[CH:47]=[CH:46][C:45]([C:48](=[C:51](OC)[CH3:52])[C:49]#[N:50])=[CH:44][CH:43]=1.[Cl-].[NH4+]. The catalyst is O1CCCC1. The product is [NH2:50][C:49]1[N:7]2[N:6]=[C:5]([C:1]([CH3:4])([CH3:2])[CH3:3])[N:9]=[C:8]2[C:10]([C:11]#[N:12])=[C:51]([CH3:52])[C:48]=1[C:45]1[CH:44]=[CH:43][C:42]([F:41])=[CH:47][CH:46]=1. The yield is 0.170. (8) The reactants are [CH3:1][O:2][C:3]1[C:4]([N+:16]([O-:18])=[O:17])=[C:5]([CH:9]=[C:10]([O:14][CH3:15])[C:11]=1[O:12][CH3:13])[C:6]([OH:8])=O.C(Cl)(=O)C(Cl)=O.[NH2:25][C:26]1[CH:31]=[CH:30][C:29]([Br:32])=[CH:28][N:27]=1.N1C=CC=CC=1. The catalyst is ClCCl.CN(C)C=O. The product is [Br:32][C:29]1[CH:30]=[CH:31][C:26]([NH:25][C:6]([C:5]2[CH:9]=[C:10]([O:14][CH3:15])[C:11]([O:12][CH3:13])=[C:3]([O:2][CH3:1])[C:4]=2[N+:16]([O-:18])=[O:17])=[O:8])=[N:27][CH:28]=1. The yield is 0.980. (9) The reactants are [C:1]1([C:7]2[N:12]=[CH:11][C:10]([NH:13][C:14](=[O:19])[CH2:15][C:16]([OH:18])=O)=[CH:9][CH:8]=2)[CH:6]=[CH:5][CH:4]=[CH:3][CH:2]=1.CCN(C(C)C)C(C)C.[CH:29]1[CH:30]=[CH:31]C2N(O)N=[N:35][C:33]=2[CH:34]=1.CCN=C=NCCCN(C)C.Cl.Cl.[F:52][C:53]([F:69])([F:68])[C:54]1[CH:59]=[CH:58][CH:57]=[CH:56][C:55]=1[S:60]NC1CCNCC1. The catalyst is CN(C=O)C.O. The product is [O:18]=[C:16]([N:35]1[CH2:31][CH2:30][CH:29]([S:60][C:55]2[CH:56]=[CH:57][CH:58]=[CH:59][C:54]=2[C:53]([F:52])([F:68])[F:69])[CH2:34][CH2:33]1)[CH2:15][C:14]([NH:13][C:10]1[CH:11]=[N:12][C:7]([C:1]2[CH:2]=[CH:3][CH:4]=[CH:5][CH:6]=2)=[CH:8][CH:9]=1)=[O:19]. The yield is 0.670.